Dataset: Forward reaction prediction with 1.9M reactions from USPTO patents (1976-2016). Task: Predict the product of the given reaction. (1) Given the reactants [Br:1][C:2]1[C:3]([NH2:12])=[N:4][CH:5]=[C:6]([N+:9]([O-:11])=[O:10])[C:7]=1[CH3:8].CO[CH:15](OC)[N:16]([CH3:18])[CH3:17], predict the reaction product. The product is: [Br:1][C:2]1[C:3]([N:12]=[CH:15][N:16]([CH3:18])[CH3:17])=[N:4][CH:5]=[C:6]([N+:9]([O-:11])=[O:10])[C:7]=1/[CH:8]=[CH:15]/[N:16]([CH3:18])[CH3:17]. (2) Given the reactants S1C2C=CC=CC=2C=C1/C=C1\N=C(C)OC\1=O.[S:18]1[C:22]2[CH:23]=[CH:24][CH:25]=[CH:26][C:21]=2[CH:20]=[C:19]1[CH2:27][C:28](=[O:32])[C:29]([OH:31])=[O:30], predict the reaction product. The product is: [S:18]1[C:22]2[CH:23]=[CH:24][CH:25]=[CH:26][C:21]=2[CH:20]=[C:19]1/[CH:27]=[C:28](\[OH:32])/[C:29]([OH:31])=[O:30].